Dataset: Experimentally validated miRNA-target interactions with 360,000+ pairs, plus equal number of negative samples. Task: Binary Classification. Given a miRNA mature sequence and a target amino acid sequence, predict their likelihood of interaction. (1) The miRNA is hsa-miR-6830-3p with sequence UGUCUUUCUUCUCUCCCUUGCAG. The protein sequence of the target gene is MENSGKANKKDTHDGPPKEIKLPTSEALLDYQCQIKEDAVEQFMFQIKTLRKKNQKYHERNSRLKEEQIWHIRHLLKELSEEKAEGLPVVTREDVEEAMKEKWKFERDQEKNLRDMRMQISNAEKLFLEKLSEKEYWEEYKNVGSERHAKLITSLQNDINTVKENAEKMSEHYKITLEDTRKKIIKETLLQLDQKKEWATQNAVKLIDKGSYLEIWENDWLKKEVAIHRKEVEELKNAIHELEAENLVLIDQLSNCRLVDLKIPRRLYLTQAAGLEVPPEEMSLELPETHIEEKSELQPT.... Result: 1 (interaction). (2) The miRNA is hsa-miR-6879-3p with sequence UGUCACCCGCUCCUUGCCCAG. The protein sequence of the target gene is MPVMPIPRRVRSFHGPHTTCLHAACGPVRASHLARTKYNNFDVYIKTRWLYGFIRFLLYFSCSLFTAALWGALAALFCLQYLGVRVLLRFQRKLSVLLLLLGRRRVDFRLVNELLVYGIHVTMLLVGGLGWCFMVFVDM. Result: 1 (interaction). (3) The protein sequence of the target gene is MVSCWDTAVLPYALLGCLLLTGYGSGSKLKVPELSLKGTQHVMQAGQTLFLKCRGEAAHSWSLPTTVSQEDKRLSITPPSACGRDNRQFCSTLTLDTAQANHTGLYTCRYLPTSTSKKKKAESSIYIFVSDAGSPFIEMHTDIPKLVHMTEGRQLIIPCRVTSPNVTVTLKKFPFDTLTPDGQRITWDSRRGFIIANATYKEIGLLNCEATVNGHLYQTNYLTHRQTNTILDVQIRPPSPVRLLHGQTLVLNCTATTELNTRVQMSWNYPGKATKRASIRQRIDRSHSHNNVFHSVLKIN.... The miRNA is mmu-miR-344f-3p with sequence CUCUAGCCAGGACCUGACUAC. Result: 0 (no interaction).